Dataset: Forward reaction prediction with 1.9M reactions from USPTO patents (1976-2016). Task: Predict the product of the given reaction. Given the reactants C(OC([N:8]1[C:21]2[C:16](=[C:17]3[C:36](=[O:37])[N:35]([CH2:38][CH2:39][N:40]([CH3:42])[CH3:41])[C:34](=[O:43])[C:18]3=[C:19]3[CH:25]=[C:24]([O:26][CH2:27][CH2:28][O:29][S:30]([CH3:33])(=[O:32])=[O:31])[CH:23]=[CH:22][C:20]3=2)[O:15][C:14]2[CH:13]=[CH:12][CH:11]=[CH:10][C:9]1=2)=O)(C)(C)C, predict the reaction product. The product is: [CH3:41][N:40]([CH3:42])[CH2:39][CH2:38][N:35]1[C:36](=[O:37])[C:17]2[C:18](=[C:19]3[CH:25]=[C:24]([O:26][CH2:27][CH2:28][O:29][S:30]([CH3:33])(=[O:32])=[O:31])[CH:23]=[CH:22][C:20]3=[C:21]3[C:16]=2[O:15][C:14]2[CH:13]=[CH:12][CH:11]=[CH:10][C:9]=2[NH:8]3)[C:34]1=[O:43].